Dataset: Full USPTO retrosynthesis dataset with 1.9M reactions from patents (1976-2016). Task: Predict the reactants needed to synthesize the given product. Given the product [NH2:2][CH2:1][C:3]1[CH:4]=[CH:5][C:6]([C:9]2[N:13]([C:14]3[CH:15]=[N:16][C:17]([CH3:20])=[CH:18][CH:19]=3)[N:12]=[C:11]([C:21]([N:23]3[CH2:24][CH2:25][C:26]([F:29])([F:30])[CH2:27][CH2:28]3)=[O:22])[CH:10]=2)=[N:7][CH:8]=1, predict the reactants needed to synthesize it. The reactants are: [C:1]([C:3]1[CH:4]=[CH:5][C:6]([C:9]2[N:13]([C:14]3[CH:15]=[N:16][C:17]([CH3:20])=[CH:18][CH:19]=3)[N:12]=[C:11]([C:21]([N:23]3[CH2:28][CH2:27][C:26]([F:30])([F:29])[CH2:25][CH2:24]3)=[O:22])[CH:10]=2)=[N:7][CH:8]=1)#[N:2].